This data is from Catalyst prediction with 721,799 reactions and 888 catalyst types from USPTO. The task is: Predict which catalyst facilitates the given reaction. (1) Reactant: [CH3:1][O:2][C:3]1[CH:12]=[C:11]2[C:6]([C:7](=O)[CH2:8][CH:9]([C:13]3[CH:14]=[N:15][CH:16]=[CH:17][CH:18]=3)[O:10]2)=[CH:5][CH:4]=1.Cl.[NH2:21][OH:22].C([O-])(=O)C.[Na+]. Product: [CH3:1][O:2][C:3]1[CH:12]=[C:11]2[C:6]([C:7](=[N:21][OH:22])[CH2:8][CH:9]([C:13]3[CH:14]=[N:15][CH:16]=[CH:17][CH:18]=3)[O:10]2)=[CH:5][CH:4]=1. The catalyst class is: 5. (2) Reactant: [CH3:1][C:2]1[O:6][N:5]=[C:4]([C:7]2[CH:12]=[CH:11][CH:10]=[CH:9][CH:8]=2)[C:3]=1[CH2:13][OH:14].[CH3:15][O:16][C:17](=[O:25])[C:18]1[CH:23]=[CH:22][N:21]=[C:20](O)[CH:19]=1.C1(P(C2C=CC=CC=2)C2C=CC=CC=2)C=CC=CC=1.N(C(OCC)=O)=NC(OCC)=O. Product: [CH3:15][O:16][C:17](=[O:25])[C:18]1[CH:23]=[CH:22][N:21]=[C:20]([O:14][CH2:13][C:3]2[C:4]([C:7]3[CH:12]=[CH:11][CH:10]=[CH:9][CH:8]=3)=[N:5][O:6][C:2]=2[CH3:1])[CH:19]=1. The catalyst class is: 1. (3) Reactant: [CH3:1][O:2][C:3]1[CH:8]=[CH:7][C:6]([C:9]2[S:13][C:12]([C:14]([NH:16][C:17]3([C:23]([O:25]C)=[O:24])[CH2:22][CH2:21][CH2:20][CH2:19][CH2:18]3)=[O:15])=[C:11]([NH:27][C:28]([NH:30][C:31]3[C:36]([CH3:37])=[CH:35][C:34]([CH3:38])=[CH:33][C:32]=3[CH3:39])=[O:29])[CH:10]=2)=[CH:5][CH:4]=1.[OH-].[Li+]. Product: [CH3:1][O:2][C:3]1[CH:8]=[CH:7][C:6]([C:9]2[S:13][C:12]([C:14]([NH:16][C:17]3([C:23]([OH:25])=[O:24])[CH2:18][CH2:19][CH2:20][CH2:21][CH2:22]3)=[O:15])=[C:11]([NH:27][C:28]([NH:30][C:31]3[C:36]([CH3:37])=[CH:35][C:34]([CH3:38])=[CH:33][C:32]=3[CH3:39])=[O:29])[CH:10]=2)=[CH:5][CH:4]=1. The catalyst class is: 12. (4) Reactant: [F:1][C:2]1[CH:24]=[CH:23][CH:22]=[CH:21][C:3]=1[CH2:4][C:5]1[C:9]([CH:10]=O)=[CH:8][N:7]([CH2:12][C:13]2[CH:18]=[CH:17][C:16]([O:19][CH3:20])=[CH:15][CH:14]=2)[N:6]=1.Cl.[NH2:26][OH:27].C([O-])(=O)C.[Na+]. Product: [F:1][C:2]1[CH:24]=[CH:23][CH:22]=[CH:21][C:3]=1[CH2:4][C:5]1[C:9]([CH:10]=[N:26][OH:27])=[CH:8][N:7]([CH2:12][C:13]2[CH:18]=[CH:17][C:16]([O:19][CH3:20])=[CH:15][CH:14]=2)[N:6]=1. The catalyst class is: 24. (5) Reactant: [O:1]1[CH2:6][CH2:5][CH2:4][CH2:3][CH:2]1[CH2:7][OH:8].[S:9](Cl)([C:12]1[CH:18]=[CH:17][C:15]([CH3:16])=[CH:14][CH:13]=1)(=[O:11])=[O:10]. Product: [CH3:16][C:15]1[CH:17]=[CH:18][C:12]([S:9]([O:8][CH2:7][CH:2]2[CH2:3][CH2:4][CH2:5][CH2:6][O:1]2)(=[O:11])=[O:10])=[CH:13][CH:14]=1. The catalyst class is: 17. (6) The catalyst class is: 16. Product: [CH3:26][C:21]1[CH:20]=[CH:19][C:18]2[C:23](=[CH:24][CH:25]=[C:16]3[O:15][CH2:14][C@H:13]([CH2:12][N:32]4[CH2:33][CH2:34][CH:29]([OH:28])[CH2:30][CH2:31]4)[O:27][C:17]3=2)[N:22]=1. Reactant: BrC1C=CC(S(O[CH2:12][C@@H:13]2[O:27][C:17]3=[C:18]4[C:23](=[CH:24][CH:25]=[C:16]3[O:15][CH2:14]2)[N:22]=[C:21]([CH3:26])[CH:20]=[CH:19]4)(=O)=O)=CC=1.[OH:28][CH:29]1[CH2:34][CH2:33][NH:32][CH2:31][CH2:30]1.BrC1C=CC=CC=1S([O-])(=O)=O.C([O-])(O)=O.[Na+].